From a dataset of Full USPTO retrosynthesis dataset with 1.9M reactions from patents (1976-2016). Predict the reactants needed to synthesize the given product. (1) Given the product [NH2:1][C:2]1[N:3]=[CH:4][C:5]([C:18]2[CH:26]=[CH:25][C:21]([CH:22]=[O:23])=[CH:20][CH:19]=2)=[N:6][C:7]=1[NH:8][CH2:9][C:10]1[C:15]([F:43])=[CH:14][CH:13]=[CH:12][C:11]=1[Cl:17], predict the reactants needed to synthesize it. The reactants are: [NH2:1][C:2]1[N:3]=[CH:4][C:5]([C:18]2[CH:26]=[CH:25][C:21]([C:22](O)=[O:23])=[CH:20][CH:19]=2)=[N:6][C:7]=1[NH:8][CH2:9][C:10]1[C:15](Cl)=[CH:14][CH:13]=[CH:12][C:11]=1[Cl:17].BrC1N=C(NCC2C([F:43])=CC=CC=2Cl)C(N)=NC=1.CC1(C)C(C)(C)OB(C2C=CC(C=O)=CC=2)O1. (2) Given the product [Br:1][C:2]1[CH:3]=[C:4]([CH2:9][CH2:10][C:11]([O:13][CH3:14])=[O:12])[CH:5]=[CH:6][C:7]=1[O:8][C:22]1[CH:27]=[CH:26][CH:25]=[CH:24][CH:23]=1, predict the reactants needed to synthesize it. The reactants are: [Br:1][C:2]1[CH:3]=[C:4]([CH2:9][CH2:10][C:11]([O:13][CH3:14])=[O:12])[CH:5]=[CH:6][C:7]=1[OH:8].C(=O)([O-])[O-].[Cs+].[Cs+].I[C:22]1[CH:27]=[CH:26][CH:25]=[CH:24][CH:23]=1.C(CC(=O)C(C)(C)C)(=O)C(C)(C)C. (3) Given the product [CH3:1][O:2][C:3](=[O:19])[CH:4]([C:9]1[CH:14]=[CH:13][C:12]([N+:15]([O-:17])=[O:16])=[C:11]([C:20]2[CH2:25][CH2:24][CH2:23][CH2:22][CH:21]=2)[CH:10]=1)[C:5]([O:7][CH3:8])=[O:6], predict the reactants needed to synthesize it. The reactants are: [CH3:1][O:2][C:3](=[O:19])[CH:4]([C:9]1[CH:14]=[CH:13][C:12]([N+:15]([O-:17])=[O:16])=[C:11](Br)[CH:10]=1)[C:5]([O:7][CH3:8])=[O:6].[C:20]1(B(O)O)[CH2:25][CH2:24][CH2:23][CH2:22][CH:21]=1.[O-]P([O-])([O-])=O.[K+].[K+].[K+].CCOC(C)=O. (4) Given the product [F:4][C:5]([C:8]1[CH:9]=[CH:10][C:11]([CH3:12])=[CH:33][CH:34]=1)([CH3:7])[CH3:6], predict the reactants needed to synthesize it. The reactants are: C[Mg]Br.[F:4][C:5]([C:8]1[CH:34]=[CH:33][C:11](/[CH:12]=C\C2C=CC3N(C4C=CC(OC(C)C)=CC=4)C=NC=3C=2)=[CH:10][CH:9]=1)([CH3:7])[CH3:6]. (5) Given the product [C:1]([O:4][C@H:5]1[CH2:22][CH2:21][C@@:20]2([CH3:23])[C@@H:7]([CH2:8][CH2:9][C@:10]3([CH3:34])[C@@H:19]2[CH2:18][CH2:17][C@H:16]2[C@@:11]3([CH3:33])[CH2:12][CH2:13][C@@:14]3([C:30](=[O:31])[NH:37][C@@H:38]4[CH2:41][C@H:40]([C:42]([N:44]5[CH2:49][CH2:48][CH2:47][CH2:46][CH2:45]5)=[O:43])[C:39]4([CH3:51])[CH3:50])[CH2:26][CH2:25][C@@H:24]([C:27]([CH3:29])=[CH2:28])[C@@H:15]32)[C:6]1([CH3:36])[CH3:35])(=[O:3])[CH3:2], predict the reactants needed to synthesize it. The reactants are: [C:1]([O:4][C@H:5]1[CH2:22][CH2:21][C@@:20]2([CH3:23])[C@@H:7]([CH2:8][CH2:9][C@:10]3([CH3:34])[C@@H:19]2[CH2:18][CH2:17][C@H:16]2[C@@:11]3([CH3:33])[CH2:12][CH2:13][C@@:14]3([C:30](O)=[O:31])[CH2:26][CH2:25][C@@H:24]([C:27]([CH3:29])=[CH2:28])[C@@H:15]32)[C:6]1([CH3:36])[CH3:35])(=[O:3])[CH3:2].[NH2:37][C@@H:38]1[CH2:41][C@H:40]([C:42]([N:44]2[CH2:49][CH2:48][CH2:47][CH2:46][CH2:45]2)=[O:43])[C:39]1([CH3:51])[CH3:50].